From a dataset of Experimentally validated miRNA-target interactions with 360,000+ pairs, plus equal number of negative samples. Binary Classification. Given a miRNA mature sequence and a target amino acid sequence, predict their likelihood of interaction. The miRNA is hsa-miR-5692b with sequence AAUAAUAUCACAGUAGGUGU. The protein sequence of the target gene is MSREAGSCRVGTGARARSRKPKKPHYIPRPWGKPYNYKCFQCPFTCLEKSHLYNHMKYSLCKDSLSLLLDSPDWACRRGSTTPRPHAPTPDRPGESDPGRQPQGARPTGAAPAPDLVVADIHSLHCGGGPKSRAKGSPGPPPPVARATRKGPGPSGLLPESWKPGMGGDPRGVGAGDMASAGPEGSVPCYPPPAPGEFPEAHSLHLSLLGVNYPLSPGLFSYLGPSLAAAAHVPFLASASPLLPPATAFPAVQPPQRPTPAPRLYYPLLLEHTLGLPAGKAALAKAPVSPRSPSGTPAPG.... Result: 0 (no interaction).